Dataset: Full USPTO retrosynthesis dataset with 1.9M reactions from patents (1976-2016). Task: Predict the reactants needed to synthesize the given product. Given the product [Cl:32][C:33]1[CH:42]=[C:41]2[C:36]([C:37]([N:43]3[CH2:48][CH2:47][N:46]([C:13]([NH:11][CH:1]4[C:10]5[C:5](=[CH:6][CH:7]=[CH:8][CH:9]=5)[CH2:4][CH2:3][CH2:2]4)=[O:14])[CH2:45][CH2:44]3)=[CH:38][CH:39]=[N:40]2)=[CH:35][CH:34]=1, predict the reactants needed to synthesize it. The reactants are: [CH:1]1([NH2:11])[C:10]2[C:5](=[CH:6][CH:7]=[CH:8][CH:9]=2)[CH2:4][CH2:3][CH2:2]1.Cl[C:13](OC1C=CC([N+]([O-])=O)=CC=1)=[O:14].C(N(CC)CC)C.[Cl:32][C:33]1[CH:42]=[C:41]2[C:36]([C:37]([N:43]3[CH2:48][CH2:47][NH:46][CH2:45][CH2:44]3)=[CH:38][CH:39]=[N:40]2)=[CH:35][CH:34]=1.